Task: Predict the product of the given reaction.. Dataset: Forward reaction prediction with 1.9M reactions from USPTO patents (1976-2016) (1) Given the reactants [CH3:1][O:2][C:3]1[CH:4]=[CH:5][C:6]([N+:12]([O-:14])=[O:13])=[C:7]([CH:11]=1)[C:8](O)=[O:9], predict the reaction product. The product is: [CH3:1][O:2][C:3]1[CH:4]=[CH:5][C:6]([N+:12]([O-:14])=[O:13])=[C:7]([CH2:8][OH:9])[CH:11]=1. (2) Given the reactants [Br:1][C:2]1[CH:3]=[C:4]([NH:10][C:11]2[CH:19]=[C:14]3[CH2:15][NH:16][CH2:17][CH2:18][N:13]3[N:12]=2)[C:5](=[O:9])[N:6]([CH3:8])[CH:7]=1.[O:20]1[CH2:23][C:22](=O)[CH2:21]1.C([BH3-])#N.[Na+].C(Cl)Cl.C(OCC)C.CO, predict the reaction product. The product is: [Br:1][C:2]1[CH:3]=[C:4]([NH:10][C:11]2[CH:19]=[C:14]3[CH2:15][N:16]([CH:22]4[CH2:23][O:20][CH2:21]4)[CH2:17][CH2:18][N:13]3[N:12]=2)[C:5](=[O:9])[N:6]([CH3:8])[CH:7]=1. (3) The product is: [NH2:1][CH2:2][C:3]1[CH:4]=[CH:5][C:6]([C:9]2[CH:10]=[CH:11][C:12]([C:15]3[C:24]4[C:19](=[N:20][CH:21]=[CH:22][CH:23]=4)[N:18]([OH:25])[C:17](=[O:33])[C:16]=3[C:34]([O:36][CH2:37][CH3:38])=[O:35])=[CH:13][CH:14]=2)=[CH:7][CH:8]=1. Given the reactants [NH2:1][CH2:2][C:3]1[CH:8]=[CH:7][C:6]([C:9]2[CH:14]=[CH:13][C:12]([C:15]3[C:24]4[C:19](=[N:20][CH:21]=[CH:22][CH:23]=4)[N:18]([O:25]CC4C=CC=CC=4)[C:17](=[O:33])[C:16]=3[C:34]([O:36][CH2:37][CH3:38])=[O:35])=[CH:11][CH:10]=2)=[CH:5][CH:4]=1, predict the reaction product. (4) Given the reactants [CH3:1][O:2][C:3]([N:5]1[CH2:10][CH2:9][CH2:8][C@@H:7]([C:11]2[CH:16]=[CH:15][CH:14]=[C:13]([O:17][C:18]([C:21]([O:23]CC3C=CC=CC=3)=[O:22])([CH3:20])[CH3:19])[CH:12]=2)[CH2:6]1)=[O:4], predict the reaction product. The product is: [CH3:1][O:2][C:3]([N:5]1[CH2:10][CH2:9][CH2:8][C@@H:7]([C:11]2[CH:16]=[CH:15][CH:14]=[C:13]([O:17][C:18]([C:21]([OH:23])=[O:22])([CH3:20])[CH3:19])[CH:12]=2)[CH2:6]1)=[O:4]. (5) Given the reactants P([O-])([O-])([O-])=[O:2].[CH2:6]([OH:14])[CH2:7][CH2:8][CH2:9][CH2:10][CH2:11][CH2:12][CH3:13], predict the reaction product. The product is: [CH2:6]([OH:14])[CH2:7][CH2:8][CH2:9][CH2:10][CH2:11][CH2:12][CH3:13].[OH2:2].